This data is from NCI-60 drug combinations with 297,098 pairs across 59 cell lines. The task is: Regression. Given two drug SMILES strings and cell line genomic features, predict the synergy score measuring deviation from expected non-interaction effect. (1) Drug 1: CC1=CC2C(CCC3(C2CCC3(C(=O)C)OC(=O)C)C)C4(C1=CC(=O)CC4)C. Drug 2: CC12CCC3C(C1CCC2O)C(CC4=C3C=CC(=C4)O)CCCCCCCCCS(=O)CCCC(C(F)(F)F)(F)F. Cell line: SW-620. Synergy scores: CSS=-6.97, Synergy_ZIP=0.933, Synergy_Bliss=-4.07, Synergy_Loewe=-5.54, Synergy_HSA=-6.77. (2) Drug 1: CN(C)N=NC1=C(NC=N1)C(=O)N. Drug 2: C1=CC=C(C(=C1)C(C2=CC=C(C=C2)Cl)C(Cl)Cl)Cl. Cell line: SW-620. Synergy scores: CSS=5.05, Synergy_ZIP=2.83, Synergy_Bliss=5.32, Synergy_Loewe=0.159, Synergy_HSA=-0.111. (3) Synergy scores: CSS=6.42, Synergy_ZIP=-3.48, Synergy_Bliss=-1.21, Synergy_Loewe=-2.43, Synergy_HSA=-1.53. Cell line: HS 578T. Drug 1: C1=CN(C(=O)N=C1N)C2C(C(C(O2)CO)O)O.Cl. Drug 2: CCC1(CC2CC(C3=C(CCN(C2)C1)C4=CC=CC=C4N3)(C5=C(C=C6C(=C5)C78CCN9C7C(C=CC9)(C(C(C8N6C)(C(=O)OC)O)OC(=O)C)CC)OC)C(=O)OC)O.OS(=O)(=O)O. (4) Drug 1: CC1OCC2C(O1)C(C(C(O2)OC3C4COC(=O)C4C(C5=CC6=C(C=C35)OCO6)C7=CC(=C(C(=C7)OC)O)OC)O)O. Drug 2: CC1C(C(CC(O1)OC2CC(CC3=C2C(=C4C(=C3O)C(=O)C5=C(C4=O)C(=CC=C5)OC)O)(C(=O)C)O)N)O.Cl. Cell line: A549. Synergy scores: CSS=50.8, Synergy_ZIP=4.14, Synergy_Bliss=4.34, Synergy_Loewe=5.70, Synergy_HSA=7.66. (5) Drug 1: C1=CC(=C2C(=C1NCCNCCO)C(=O)C3=C(C=CC(=C3C2=O)O)O)NCCNCCO. Drug 2: COC1=NC(=NC2=C1N=CN2C3C(C(C(O3)CO)O)O)N. Cell line: KM12. Synergy scores: CSS=14.3, Synergy_ZIP=-7.24, Synergy_Bliss=-8.94, Synergy_Loewe=-9.59, Synergy_HSA=-3.14. (6) Drug 1: CCC1=CC2CC(C3=C(CN(C2)C1)C4=CC=CC=C4N3)(C5=C(C=C6C(=C5)C78CCN9C7C(C=CC9)(C(C(C8N6C)(C(=O)OC)O)OC(=O)C)CC)OC)C(=O)OC.C(C(C(=O)O)O)(C(=O)O)O. Drug 2: C1CC(C1)(C(=O)O)C(=O)O.[NH2-].[NH2-].[Pt+2]. Cell line: NCIH23. Synergy scores: CSS=64.5, Synergy_ZIP=2.13, Synergy_Bliss=2.49, Synergy_Loewe=2.74, Synergy_HSA=6.07. (7) Drug 1: CN1C2=C(C=C(C=C2)N(CCCl)CCCl)N=C1CCCC(=O)O.Cl. Drug 2: C1CNP(=O)(OC1)N(CCCl)CCCl. Cell line: PC-3. Synergy scores: CSS=-1.76, Synergy_ZIP=-0.179, Synergy_Bliss=-0.890, Synergy_Loewe=-2.15, Synergy_HSA=-1.91. (8) Drug 1: CCCCC(=O)OCC(=O)C1(CC(C2=C(C1)C(=C3C(=C2O)C(=O)C4=C(C3=O)C=CC=C4OC)O)OC5CC(C(C(O5)C)O)NC(=O)C(F)(F)F)O. Drug 2: C1=NNC2=C1C(=O)NC=N2. Cell line: CAKI-1. Synergy scores: CSS=19.3, Synergy_ZIP=5.74, Synergy_Bliss=5.02, Synergy_Loewe=-13.8, Synergy_HSA=-0.148. (9) Drug 1: C1=NC2=C(N=C(N=C2N1C3C(C(C(O3)CO)O)F)Cl)N. Drug 2: CCC1=C2CN3C(=CC4=C(C3=O)COC(=O)C4(CC)O)C2=NC5=C1C=C(C=C5)O. Cell line: MALME-3M. Synergy scores: CSS=13.8, Synergy_ZIP=-6.40, Synergy_Bliss=-3.17, Synergy_Loewe=-11.4, Synergy_HSA=-2.43. (10) Drug 1: CC1OCC2C(O1)C(C(C(O2)OC3C4COC(=O)C4C(C5=CC6=C(C=C35)OCO6)C7=CC(=C(C(=C7)OC)O)OC)O)O. Drug 2: C1CN1P(=S)(N2CC2)N3CC3. Cell line: OVCAR-5. Synergy scores: CSS=14.7, Synergy_ZIP=-7.41, Synergy_Bliss=-6.15, Synergy_Loewe=-6.90, Synergy_HSA=-4.20.